From a dataset of Full USPTO retrosynthesis dataset with 1.9M reactions from patents (1976-2016). Predict the reactants needed to synthesize the given product. (1) Given the product [Br:1][C:2]1[CH:9]=[CH:8][C:5]([C:6](=[NH:7])[NH:12][OH:13])=[C:4]([F:10])[CH:3]=1, predict the reactants needed to synthesize it. The reactants are: [Br:1][C:2]1[CH:9]=[CH:8][C:5]([C:6]#[N:7])=[C:4]([F:10])[CH:3]=1.Cl.[NH2:12][OH:13].CCN(CC)CC. (2) Given the product [CH:1]1([O:4][CH2:5][CH2:6][CH2:7][N:8]2[C:16]3[C:11](=[CH:12][CH:13]=[C:14]([C:30]4[CH:31]=[N:32][C:33]([CH3:36])=[N:34][CH:35]=4)[CH:15]=3)[C:10]([CH3:26])([CH3:27])[C:9]2=[O:28])[CH2:2][CH2:3]1, predict the reactants needed to synthesize it. The reactants are: [CH:1]1([O:4][CH2:5][CH2:6][CH2:7][N:8]2[C:16]3[C:11](=[CH:12][CH:13]=[C:14](B4OC(C)(C)C(C)(C)O4)[CH:15]=3)[C:10]([CH3:27])([CH3:26])[C:9]2=[O:28])[CH2:3][CH2:2]1.Br[C:30]1[CH:31]=[N:32][C:33]([CH3:36])=[N:34][CH:35]=1.